This data is from NCI-60 drug combinations with 297,098 pairs across 59 cell lines. The task is: Regression. Given two drug SMILES strings and cell line genomic features, predict the synergy score measuring deviation from expected non-interaction effect. (1) Cell line: HOP-92. Drug 1: COC1=CC(=CC(=C1O)OC)C2C3C(COC3=O)C(C4=CC5=C(C=C24)OCO5)OC6C(C(C7C(O6)COC(O7)C8=CC=CS8)O)O. Drug 2: CN1C2=C(C=C(C=C2)N(CCCl)CCCl)N=C1CCCC(=O)O.Cl. Synergy scores: CSS=49.8, Synergy_ZIP=4.49, Synergy_Bliss=4.88, Synergy_Loewe=-22.3, Synergy_HSA=7.32. (2) Drug 1: CC1OCC2C(O1)C(C(C(O2)OC3C4COC(=O)C4C(C5=CC6=C(C=C35)OCO6)C7=CC(=C(C(=C7)OC)O)OC)O)O. Drug 2: C1=CC(=CC=C1CC(C(=O)O)N)N(CCCl)CCCl.Cl. Cell line: OVCAR3. Synergy scores: CSS=48.5, Synergy_ZIP=-0.499, Synergy_Bliss=8.32, Synergy_Loewe=-3.95, Synergy_HSA=8.86. (3) Synergy scores: CSS=4.25, Synergy_ZIP=3.03, Synergy_Bliss=6.37, Synergy_Loewe=-11.3, Synergy_HSA=-1.43. Cell line: OVCAR3. Drug 1: CC12CCC(CC1=CCC3C2CCC4(C3CC=C4C5=CN=CC=C5)C)O. Drug 2: C1CNP(=O)(OC1)N(CCCl)CCCl. (4) Drug 1: C1=C(C(=O)NC(=O)N1)F. Drug 2: B(C(CC(C)C)NC(=O)C(CC1=CC=CC=C1)NC(=O)C2=NC=CN=C2)(O)O. Cell line: SK-MEL-5. Synergy scores: CSS=31.2, Synergy_ZIP=-14.3, Synergy_Bliss=-17.3, Synergy_Loewe=-19.3, Synergy_HSA=-19.5. (5) Drug 1: C1=CC(=CC=C1CCCC(=O)O)N(CCCl)CCCl. Drug 2: CN1C(=O)N2C=NC(=C2N=N1)C(=O)N. Cell line: DU-145. Synergy scores: CSS=39.9, Synergy_ZIP=2.30, Synergy_Bliss=0.199, Synergy_Loewe=-9.05, Synergy_HSA=-3.26. (6) Drug 1: CCCS(=O)(=O)NC1=C(C(=C(C=C1)F)C(=O)C2=CNC3=C2C=C(C=N3)C4=CC=C(C=C4)Cl)F. Drug 2: C1=C(C(=O)NC(=O)N1)N(CCCl)CCCl. Cell line: SF-268. Synergy scores: CSS=42.0, Synergy_ZIP=7.55, Synergy_Bliss=6.45, Synergy_Loewe=-22.0, Synergy_HSA=3.77. (7) Drug 1: C1CC(=O)NC(=O)C1N2CC3=C(C2=O)C=CC=C3N. Drug 2: COC1=C(C=C2C(=C1)N=CN=C2NC3=CC(=C(C=C3)F)Cl)OCCCN4CCOCC4. Cell line: A549. Synergy scores: CSS=23.0, Synergy_ZIP=-5.69, Synergy_Bliss=-7.38, Synergy_Loewe=-7.59, Synergy_HSA=-2.67. (8) Drug 1: C(CCl)NC(=O)N(CCCl)N=O. Drug 2: COCCOC1=C(C=C2C(=C1)C(=NC=N2)NC3=CC=CC(=C3)C#C)OCCOC.Cl. Cell line: IGROV1. Synergy scores: CSS=9.30, Synergy_ZIP=-4.03, Synergy_Bliss=-1.11, Synergy_Loewe=-6.47, Synergy_HSA=-3.22. (9) Drug 1: C1CN1C2=NC(=NC(=N2)N3CC3)N4CC4. Drug 2: CN(CCCl)CCCl.Cl. Cell line: M14. Synergy scores: CSS=17.0, Synergy_ZIP=-11.9, Synergy_Bliss=-9.27, Synergy_Loewe=-10.8, Synergy_HSA=-9.03. (10) Drug 1: CN(C)C1=NC(=NC(=N1)N(C)C)N(C)C. Drug 2: C1=NNC2=C1C(=O)NC=N2. Cell line: HL-60(TB). Synergy scores: CSS=-5.35, Synergy_ZIP=1.39, Synergy_Bliss=1.88, Synergy_Loewe=-7.08, Synergy_HSA=-6.45.